This data is from Full USPTO retrosynthesis dataset with 1.9M reactions from patents (1976-2016). The task is: Predict the reactants needed to synthesize the given product. (1) Given the product [OH:14][CH2:2][C:3]([C:5]1[CH:10]=[CH:9][C:8]([N+:11]([O-:13])=[O:12])=[CH:7][CH:6]=1)=[O:4], predict the reactants needed to synthesize it. The reactants are: Br[CH2:2][C:3]([C:5]1[CH:10]=[CH:9][C:8]([N+:11]([O-:13])=[O:12])=[CH:7][CH:6]=1)=[O:4].[OH2:14]. (2) Given the product [N:57]1[CH:58]=[CH:59][CH:60]=[C:55]([CH2:54][N:52]2[CH:53]=[C:49]([C:16]3[C:10]4[C:11](=[N:12][CH:13]=[C:8]([C:6]5[CH:5]=[CH:4][C:3]([CH:28]6[CH2:33][CH2:32][N:31]([C:34]([O:36][C:37]([CH3:39])([CH3:38])[CH3:40])=[O:35])[CH2:30][CH2:29]6)=[CH:2][CH:7]=5)[CH:9]=4)[N:14]([S:18]([C:21]4[CH:22]=[CH:23][C:24]([CH3:25])=[CH:26][CH:27]=4)(=[O:19])=[O:20])[CH:15]=3)[CH:50]=[N:51]2)[CH:56]=1, predict the reactants needed to synthesize it. The reactants are: F[C:2]1[CH:7]=[C:6]([C:8]2[CH:9]=[C:10]3[C:16](I)=[CH:15][N:14]([S:18]([C:21]4[CH:27]=[CH:26][C:24]([CH3:25])=[CH:23][CH:22]=4)(=[O:20])=[O:19])[C:11]3=[N:12][CH:13]=2)[CH:5]=[CH:4][C:3]=1[CH:28]1[CH2:33][CH2:32][N:31]([C:34]([O:36][C:37]([CH3:40])([CH3:39])[CH3:38])=[O:35])[CH2:30][CH2:29]1.CC1(C)C(C)(C)OB([C:49]2[CH:50]=[N:51][N:52]([CH2:54][C:55]3[CH:56]=[N:57][CH:58]=[CH:59][CH:60]=3)[CH:53]=2)O1.C(=O)([O-])[O-].[Na+].[Na+]. (3) Given the product [Cl:1][C:2]1[CH:3]=[C:4]([CH:8]=[CH:9][C:10]=1[F:11])[C:5]([N:19]1[CH2:22][CH2:21][CH2:20]1)=[O:7], predict the reactants needed to synthesize it. The reactants are: [Cl:1][C:2]1[CH:3]=[C:4]([CH:8]=[CH:9][C:10]=1[F:11])[C:5]([OH:7])=O.C(Cl)(=O)C(Cl)=O.Cl.[NH:19]1[CH2:22][CH2:21][CH2:20]1.C(N(CC)CC)C. (4) Given the product [N:21]([CH2:19][CH:9]1[O:8][C:7]2[C:2]([Br:1])=[CH:3][CH:4]=[CH:5][C:6]=2[N:11]([C:12]([O:14][C:15]([CH3:18])([CH3:17])[CH3:16])=[O:13])[CH2:10]1)=[N+:22]=[N-:23], predict the reactants needed to synthesize it. The reactants are: [Br:1][C:2]1[C:7]2[O:8][CH:9]([CH2:19]O)[CH2:10][N:11]([C:12]([O:14][C:15]([CH3:18])([CH3:17])[CH3:16])=[O:13])[C:6]=2[CH:5]=[CH:4][CH:3]=1.[N-:21]=[N+:22]=[N-:23].[Na+].